This data is from Forward reaction prediction with 1.9M reactions from USPTO patents (1976-2016). The task is: Predict the product of the given reaction. (1) Given the reactants Br[C:2]1[N:7]=[C:6]([CH3:8])[C:5]([C:9]([N:11]2[CH2:16][CH2:15][N:14]([C:17]3[C:22]([CH3:23])=[CH:21][C:20]([CH3:24])=[C:19]([CH3:25])[N:18]=3)[CH2:13][CH2:12]2)=[O:10])=[CH:4][CH:3]=1.[CH3:26][CH:27]1[NH:31][C:30](=[O:32])[CH2:29][CH2:28]1, predict the reaction product. The product is: [CH3:26][CH:27]1[N:31]([C:2]2[CH:3]=[CH:4][C:5]([C:9]([N:11]3[CH2:16][CH2:15][N:14]([C:17]4[C:22]([CH3:23])=[CH:21][C:20]([CH3:24])=[C:19]([CH3:25])[N:18]=4)[CH2:13][CH2:12]3)=[O:10])=[C:6]([CH3:8])[N:7]=2)[C:30](=[O:32])[CH2:29][CH2:28]1. (2) The product is: [NH4+:20].[OH-:15].[CH3:10][S:9][C:6]1[CH:7]=[CH:8][C:3]([CH2:2][C:12]2[CH:21]=[N:20][CH:19]=[CH:18][C:13]=2[C:14]([O:16][CH3:17])=[O:15])=[CH:4][CH:5]=1. Given the reactants Br[CH2:2][C:3]1[CH:8]=[CH:7][C:6]([S:9][CH3:10])=[CH:5][CH:4]=1.Cl[C:12]1[CH:21]=[N:20][CH:19]=[CH:18][C:13]=1[C:14]([O:16][CH3:17])=[O:15], predict the reaction product. (3) Given the reactants [Cl:1][C:2]1[CH:3]=[C:4]([NH2:16])[C:5]([N:8]([CH3:15])[C:9]2[CH:14]=[CH:13][CH:12]=[CH:11][CH:10]=2)=[CH:6][CH:7]=1.[CH:17](O)=[O:18], predict the reaction product. The product is: [Cl:1][C:2]1[CH:7]=[CH:6][C:5]([N:8]([CH3:15])[C:9]2[CH:14]=[CH:13][CH:12]=[CH:11][CH:10]=2)=[C:4]([NH:16][CH:17]=[O:18])[CH:3]=1. (4) The product is: [Br:1][C:2]1[CH:3]=[C:4]2[C:8](=[CH:9][CH:10]=1)[NH:7][C:6](=[O:11])[C:5]2=[CH:12][C:14]1[NH:18][C:17]([CH:19]([CH3:21])[CH3:20])=[C:16]([C:22]([OH:24])=[O:23])[C:15]=1[C:25]1[CH:30]=[CH:29][CH:28]=[CH:27][CH:26]=1. Given the reactants [Br:1][C:2]1[CH:3]=[C:4]2[C:8](=[CH:9][CH:10]=1)[NH:7][C:6](=[O:11])[CH2:5]2.[CH:12]([C:14]1[NH:18][C:17]([CH:19]([CH3:21])[CH3:20])=[C:16]([C:22]([OH:24])=[O:23])[C:15]=1[C:25]1[CH:30]=[CH:29][CH:28]=[CH:27][CH:26]=1)=O, predict the reaction product. (5) Given the reactants Cl[C:2]1[C:11]2[C:6](=[CH:7][C:8]([O:14][CH3:15])=[C:9]([O:12][CH3:13])[CH:10]=2)[N:5]=[CH:4][CH:3]=1.[C:16]1([C:22]2[C:31]([OH:32])=[CH:30][C:29]3[C:24](=[CH:25][CH:26]=[CH:27][CH:28]=3)[N:23]=2)[CH:21]=[CH:20][CH:19]=[CH:18][CH:17]=1.O, predict the reaction product. The product is: [CH3:13][O:12][C:9]1[CH:10]=[C:11]2[C:6](=[CH:7][C:8]=1[O:14][CH3:15])[N:5]=[CH:4][CH:3]=[C:2]2[O:32][C:31]1[C:22]([C:16]2[CH:21]=[CH:20][CH:19]=[CH:18][CH:17]=2)=[N:23][C:24]2[C:29]([CH:30]=1)=[CH:28][CH:27]=[CH:26][CH:25]=2.